From a dataset of Peptide-MHC class II binding affinity with 134,281 pairs from IEDB. Regression. Given a peptide amino acid sequence and an MHC pseudo amino acid sequence, predict their binding affinity value. This is MHC class II binding data. (1) The peptide sequence is FGMVQFQKFFNPVTP. The binding affinity (normalized) is 0.180. The MHC is HLA-DQA10301-DQB10302 with pseudo-sequence HLA-DQA10301-DQB10302. (2) The binding affinity (normalized) is 0.677. The MHC is DRB1_0901 with pseudo-sequence DRB1_0901. The peptide sequence is MYKECEWPLTHTIGT. (3) The peptide sequence is IHHQHVQDCDESVLT. The MHC is HLA-DQA10102-DQB10501 with pseudo-sequence HLA-DQA10102-DQB10501. The binding affinity (normalized) is 0.242. (4) The peptide sequence is NLGDSIVGYKEKSKFQDTHN. The MHC is DRB1_0301 with pseudo-sequence DRB1_0301. The binding affinity (normalized) is 0. (5) The peptide sequence is WPQQQPFPQPQQPFCQQPQR. The MHC is HLA-DQA10501-DQB10201 with pseudo-sequence HLA-DQA10501-DQB10201. The binding affinity (normalized) is 0.303. (6) The peptide sequence is EQEILNYMSPHHKKL. The MHC is HLA-DQA10102-DQB10501 with pseudo-sequence HLA-DQA10102-DQB10501. The binding affinity (normalized) is 0.626. (7) The peptide sequence is AVGATPEAKFDSFVA. The MHC is HLA-DPA10201-DPB11401 with pseudo-sequence HLA-DPA10201-DPB11401. The binding affinity (normalized) is 0. (8) The peptide sequence is DKFKIFEAAFSES. The MHC is DRB1_0301 with pseudo-sequence DRB1_0301. The binding affinity (normalized) is 0.